From a dataset of Full USPTO retrosynthesis dataset with 1.9M reactions from patents (1976-2016). Predict the reactants needed to synthesize the given product. (1) Given the product [OH:1][N:2]=[C:3]([C:4]1[C:8]([NH:9][CH2:10][CH2:11][O:12][CH3:13])=[N:7][O:6][N:5]=1)[NH:20][C:19]1[CH:21]=[CH:22][CH:23]=[C:17]([C:16]([F:15])([F:24])[F:25])[CH:18]=1, predict the reactants needed to synthesize it. The reactants are: [OH:1][N:2]=[C:3](Cl)[C:4]1[C:8]([NH:9][CH2:10][CH2:11][O:12][CH3:13])=[N:7][O:6][N:5]=1.[F:15][C:16]([F:25])([F:24])[C:17]1[CH:18]=[C:19]([CH:21]=[CH:22][CH:23]=1)[NH2:20].C(=O)(O)[O-].[Na+].C(OCC)(=O)C. (2) Given the product [CH3:1][N:2]1[CH:10]=[C:9]2[C:4]([CH:5]=[C:6]([NH:11][C:25](=[O:24])[C:26]3[CH:31]=[CH:30][CH:29]=[N:28][C:27]=3[NH:32][CH2:33][C:34]3[CH:39]=[CH:38][N:37]=[C:36]([NH:40][C:41]([NH:43][CH3:44])=[O:42])[CH:35]=3)[CH:7]=[CH:8]2)=[N:3]1, predict the reactants needed to synthesize it. The reactants are: [CH3:1][N:2]1[CH:10]=[C:9]2[C:4]([CH:5]=[C:6]([NH2:11])[CH:7]=[CH:8]2)=[N:3]1.C[Al](C)C.C1(C)C=CC=CC=1.C[O:24][C:25](=O)[C:26]1[CH:31]=[CH:30][CH:29]=[N:28][C:27]=1[NH:32][CH2:33][C:34]1[CH:39]=[CH:38][N:37]=[C:36]([NH:40][C:41]([NH:43][CH3:44])=[O:42])[CH:35]=1.C(C(C(C([O-])=O)O)O)([O-])=O.[K+].[Na+]. (3) Given the product [C:19]1([CH3:23])[CH:20]=[CH:21][CH:22]=[C:17]([C:2]#[C:1][C:3]2[CH:8]=[CH:7][C:6]([CH:9]3[CH2:11][CH:10]3[C:12]([O:14][CH3:15])=[O:13])=[CH:5][CH:4]=2)[CH:18]=1, predict the reactants needed to synthesize it. The reactants are: [C:1]([C:3]1[CH:8]=[CH:7][C:6]([CH:9]2[CH2:11][CH:10]2[C:12]([O:14][CH3:15])=[O:13])=[CH:5][CH:4]=1)#[CH:2].I[C:17]1[CH:22]=[CH:21][CH:20]=[C:19]([CH3:23])[CH:18]=1. (4) Given the product [NH2:17][C:12]1[CH:11]=[C:10]([O:20][CH3:21])[C:9]([OH:8])=[CH:16][C:13]=1[C:14]#[N:15], predict the reactants needed to synthesize it. The reactants are: C([O:8][C:9]1[C:10]([O:20][CH3:21])=[CH:11][C:12]([N+:17]([O-])=O)=[C:13]([CH:16]=1)[C:14]#[N:15])C1C=CC=CC=1.